From a dataset of NCI-60 drug combinations with 297,098 pairs across 59 cell lines. Regression. Given two drug SMILES strings and cell line genomic features, predict the synergy score measuring deviation from expected non-interaction effect. Drug 1: CCCS(=O)(=O)NC1=C(C(=C(C=C1)F)C(=O)C2=CNC3=C2C=C(C=N3)C4=CC=C(C=C4)Cl)F. Drug 2: CN1C2=C(C=C(C=C2)N(CCCl)CCCl)N=C1CCCC(=O)O.Cl. Cell line: RPMI-8226. Synergy scores: CSS=-0.820, Synergy_ZIP=2.03, Synergy_Bliss=10.7, Synergy_Loewe=1.01, Synergy_HSA=3.32.